From a dataset of Peptide-MHC class I binding affinity with 185,985 pairs from IEDB/IMGT. Regression. Given a peptide amino acid sequence and an MHC pseudo amino acid sequence, predict their binding affinity value. This is MHC class I binding data. (1) The peptide sequence is EQRRSTIFDI. The MHC is HLA-A30:02 with pseudo-sequence HLA-A30:02. The binding affinity (normalized) is 0. (2) The peptide sequence is IVQMLSDTLK. The MHC is HLA-A31:01 with pseudo-sequence HLA-A31:01. The binding affinity (normalized) is 0.238. (3) The peptide sequence is FNLVNQFRI. The MHC is H-2-Kb with pseudo-sequence H-2-Kb. The binding affinity (normalized) is 0.391.